This data is from Reaction yield outcomes from USPTO patents with 853,638 reactions. The task is: Predict the reaction yield, written as a fraction of the theoretical maximum amount of product (1.0 means a 100% yield; for example, 0.34 means a 34% yield). (1) The reactants are [F:1][C:2]1[C:7]2[O:8][CH2:9][O:10][C:6]=2[CH:5]=[C:4]([CH2:11]O)[CH:3]=1.C([O-])(O)=O.[Na+].O=S(Cl)[Cl:20]. No catalyst specified. The product is [Cl:20][CH2:11][C:4]1[CH:3]=[C:2]([F:1])[C:7]2[O:8][CH2:9][O:10][C:6]=2[CH:5]=1. The yield is 0.920. (2) The reactants are [CH3:1][C:2]1[C:3]([CH2:14][S:15]([C:17]2[NH:18][C:19]3[C:25]([S:26]([C:29]4[CH:30]=[C:31]([CH:47]=[CH:48][CH:49]=4)[C:32]([O:34]CCS(C4C=CC(C)=CC=4)(=O)=O)=[O:33])(=[O:28])=[O:27])=[CH:24][CH:23]=[CH:22][C:20]=3[N:21]=2)=[O:16])=[N:4][CH:5]=[CH:6][C:7]=1[O:8][CH2:9][C:10]([F:13])([F:12])[F:11].C(O)(C)C.O.C(=O)(O)[O-].[Na+:59]. The catalyst is C(#N)C.C(OCC)(=O)C. The product is [Na+:59].[CH3:1][C:2]1[C:3]([CH2:14][S:15]([C:17]2[NH:18][C:19]3[C:25]([S:26]([C:29]4[CH:30]=[C:31]([CH:47]=[CH:48][CH:49]=4)[C:32]([O-:34])=[O:33])(=[O:27])=[O:28])=[CH:24][CH:23]=[CH:22][C:20]=3[N:21]=2)=[O:16])=[N:4][CH:5]=[CH:6][C:7]=1[O:8][CH2:9][C:10]([F:13])([F:12])[F:11]. The yield is 0.530. (3) The reactants are Cl[CH2:2][CH2:3][CH2:4][O:5][C:6]1[CH:14]=[CH:13][C:12]2[N:11]3[CH2:15][CH2:16][NH:17][C:18](=[O:19])[C:10]3=[CH:9][C:8]=2[CH:7]=1.[OH:20][C@@H:21]1[CH2:25][CH2:24][NH:23][CH2:22]1. No catalyst specified. The product is [OH:20][C@@H:21]1[CH2:25][CH2:24][N:23]([CH2:2][CH2:3][CH2:4][O:5][C:6]2[CH:14]=[CH:13][C:12]3[N:11]4[CH2:15][CH2:16][NH:17][C:18](=[O:19])[C:10]4=[CH:9][C:8]=3[CH:7]=2)[CH2:22]1. The yield is 0.220. (4) The reactants are [NH2:1][CH2:2][C:3]1[CH:16]=[CH:15][C:14]2[O:13][C:12]3[C:7]4=[C:8]([C:17](=[O:20])[NH:18][N:19]=[C:6]4[C:5]=2[CH:4]=1)[CH:9]=[CH:10][CH:11]=3.[CH3:21][N:22]([C:24]1[CH:29]=[CH:28][C:27]([N:30]=[N:31][C:32]2[CH:37]=[CH:36][C:35]([S:38](Cl)(=[O:40])=[O:39])=[CH:34][CH:33]=2)=[CH:26][CH:25]=1)[CH3:23]. The catalyst is CN(C=O)C. The product is [CH3:21][N:22]([CH3:23])[C:24]1[CH:25]=[CH:26][C:27]([N:30]=[N:31][C:32]2[CH:37]=[CH:36][C:35]([S:38]([NH:1][CH2:2][C:3]3[CH:16]=[CH:15][C:14]4[O:13][C:12]5[C:7]6=[C:8]([C:17](=[O:20])[NH:18][N:19]=[C:6]6[C:5]=4[CH:4]=3)[CH:9]=[CH:10][CH:11]=5)(=[O:40])=[O:39])=[CH:34][CH:33]=2)=[CH:28][CH:29]=1. The yield is 0.590. (5) The reactants are [CH3:1][C:2]([CH3:25])([CH3:24])[CH2:3][N:4]([CH3:23])[C:5]1[N:10]=[CH:9][N:8]=[C:7]([NH:11][C:12]2[CH:13]=[C:14]([CH:19]=[CH:20][C:21]=2[CH3:22])[C:15]([NH:17][CH3:18])=[O:16])[CH:6]=1.C(=O)(O)[O-].[Na+].[Br:31]Br. The catalyst is C(Cl)Cl.O. The product is [Br:31][C:6]1[C:7]([NH:11][C:12]2[CH:13]=[C:14]([CH:19]=[CH:20][C:21]=2[CH3:22])[C:15]([NH:17][CH3:18])=[O:16])=[N:8][CH:9]=[N:10][C:5]=1[N:4]([CH2:3][C:2]([CH3:25])([CH3:24])[CH3:1])[CH3:23]. The yield is 0.440. (6) The reactants are [Cl:1][C:2]1[N:7]=[C:6]([NH:8][C:9]2[C:17]3[O:16][CH2:15][O:14][C:13]=3[CH:12]=[CH:11][C:10]=2[Cl:18])[CH:5]=[CH:4][N:3]=1.[H-].[Na+].[CH3:21][N:22]([CH3:26])[CH2:23][CH2:24]Cl. The catalyst is CN(C=O)C. The product is [Cl:18][C:10]1[CH:11]=[CH:12][C:13]2[O:14][CH2:15][O:16][C:17]=2[C:9]=1[N:8]([C:6]1[CH:5]=[CH:4][N:3]=[C:2]([Cl:1])[N:7]=1)[CH2:24][CH2:23][N:22]([CH3:26])[CH3:21]. The yield is 0.330. (7) The reactants are COC1C=CC(P2(SP(C3C=CC(OC)=CC=3)(=S)S2)=[S:10])=CC=1.[Cl:23][C:24]1[C:25]([C:32]([NH:34][NH:35][C:36](=O)[CH2:37][C:38]2[CH:43]=[CH:42][CH:41]=[CH:40][CH:39]=2)=O)=[N:26][C:27]([S:30][CH3:31])=[N:28][CH:29]=1. The catalyst is N1C=CC=CC=1.O. The product is [CH2:37]([C:36]1[S:10][C:32]([C:25]2[C:24]([Cl:23])=[CH:29][N:28]=[C:27]([S:30][CH3:31])[N:26]=2)=[N:34][N:35]=1)[C:38]1[CH:43]=[CH:42][CH:41]=[CH:40][CH:39]=1. The yield is 0.470. (8) The reactants are Br[CH2:2][CH:3]1[CH2:8][CH2:7][CH2:6][CH2:5][CH2:4]1.C(N(C(C)C)CC)(C)C.[CH3:18][C:19]1[C:24]([NH:25][C:26](=[O:32])[O:27][C:28]([CH3:31])([CH3:30])[CH3:29])=[C:23]([CH3:33])[N:22]=[C:21]([O:34][CH2:35][C:36]([N:38]([CH3:45])[CH:39]2[CH2:44][CH2:43][NH:42][CH2:41][CH2:40]2)=[O:37])[N:20]=1.C(=O)(O)[O-].[Na+]. The catalyst is CN(C)C=O. The product is [CH:3]1([CH2:2][N:42]2[CH2:41][CH2:40][CH:39]([N:38]([CH3:45])[C:36](=[O:37])[CH2:35][O:34][C:21]3[N:20]=[C:19]([CH3:18])[C:24]([NH:25][C:26](=[O:32])[O:27][C:28]([CH3:31])([CH3:29])[CH3:30])=[C:23]([CH3:33])[N:22]=3)[CH2:44][CH2:43]2)[CH2:8][CH2:7][CH2:6][CH2:5][CH2:4]1. The yield is 0.460. (9) The reactants are [Br:1][C:2]1[CH:3]=[N:4][C:5](Cl)=[N:6][CH:7]=1.Cl.[CH3:10][CH:11]1[CH2:15][CH2:14][CH2:13][NH:12]1.C([O-])([O-])=O.[K+].[K+]. The catalyst is CC#N. The product is [Br:1][C:2]1[CH:3]=[N:4][C:5]([N:12]2[CH2:13][CH2:14][CH2:15][CH:11]2[CH3:10])=[N:6][CH:7]=1. The yield is 0.880. (10) The reactants are [N+:1]([C:4]1[CH:5]=[C:6]([C:10]2[O:16][C:13]([CH:14]=O)=[CH:12][CH:11]=2)[CH:7]=[CH:8][CH:9]=1)([O-:3])=[O:2].[CH3:17][O:18][C:19]1[CH:20]=[C:21]([CH:25]=[CH:26][C:27]=1[O:28][CH3:29])[CH2:22][C:23]#[N:24]. No catalyst specified. The product is [CH3:17][O:18][C:19]1[CH:20]=[C:21](/[C:22](=[CH:14]/[C:13]2[O:16][C:10]([C:6]3[CH:7]=[CH:8][CH:9]=[C:4]([N+:1]([O-:3])=[O:2])[CH:5]=3)=[CH:11][CH:12]=2)/[C:23]#[N:24])[CH:25]=[CH:26][C:27]=1[O:28][CH3:29]. The yield is 0.980.